Predict the product of the given reaction. From a dataset of Forward reaction prediction with 1.9M reactions from USPTO patents (1976-2016). (1) Given the reactants [OH:1][C:2]1[CH:9]=[CH:8][C:5]([CH:6]=O)=[CH:4][C:3]=1[O:10][CH3:11].[C:12]([O-:15])(=[O:14])[CH3:13].[Na+].[C:17](OC(=O)C)(=[O:19])[CH3:18], predict the reaction product. The product is: [CH3:11][O:10][C:3]1[CH:4]=[C:5]([CH:6]=[CH:13][C:12]([OH:15])=[O:14])[CH:8]=[CH:9][C:2]=1[O:1][C:17](=[O:19])[CH3:18]. (2) Given the reactants F[C:2]1[C:7]([F:8])=[CH:6][CH:5]=[CH:4][C:3]=1[CH:9]([NH2:11])[CH3:10].C(N(C(C)C)CC)(C)C.C1C=CC2N(O)N=NC=2C=1.[F:31]C(F)(F)C(O)=O.[Cl:38][CH2:39][CH2:40][CH2:41][C:42](=[CH:46][C:47]1[CH:52]=[CH:51][C:50]([N:53]2[CH:57]=[C:56]([CH3:58])[N:55]=[CH:54]2)=[C:49]([O:59][CH3:60])[CH:48]=1)[C:43](O)=[O:44], predict the reaction product. The product is: [F:8][C:7]1[CH:2]=[C:3]([CH:9]([NH:11][C:43](=[O:44])[C:42](=[CH:46][C:47]2[CH:52]=[CH:51][C:50]([N:53]3[CH:57]=[C:56]([CH3:58])[N:55]=[CH:54]3)=[C:49]([O:59][CH3:60])[CH:48]=2)[CH2:41][CH2:40][CH2:39][Cl:38])[CH3:10])[CH:4]=[C:5]([F:31])[CH:6]=1. (3) Given the reactants [NH2:1][CH:2]1[CH2:7][CH2:6][N:5]([C:8]2[C:9]3[CH:31]=[C:30]([Cl:32])[CH:29]=[CH:28][C:10]=3[N:11]([CH3:27])[C:12](=[O:26])[CH:13]([CH2:15][C:16]3[CH:25]=[CH:24][C:23]4[C:18](=[CH:19][CH:20]=[CH:21][CH:22]=4)[CH:17]=3)[N:14]=2)[CH2:4][CH2:3]1.C(N(CC)CC)C.[C:40](OC(=O)C)(=[O:42])[CH3:41].CO, predict the reaction product. The product is: [Cl:32][C:30]1[CH:29]=[CH:28][C:10]2[N:11]([CH3:27])[C:12](=[O:26])[CH:13]([CH2:15][C:16]3[CH:25]=[CH:24][C:23]4[C:18](=[CH:19][CH:20]=[CH:21][CH:22]=4)[CH:17]=3)[N:14]=[C:8]([N:5]3[CH2:4][CH2:3][CH:2]([NH:1][C:40](=[O:42])[CH3:41])[CH2:7][CH2:6]3)[C:9]=2[CH:31]=1. (4) The product is: [OH:1][CH2:2][CH:3]1[N:8]([S:22]([C:16]2[CH:21]=[CH:20][CH:19]=[CH:18][CH:17]=2)(=[O:24])=[O:23])[CH2:7][CH2:6][N:5]([C:9]([O:11][C:12]([CH3:15])([CH3:14])[CH3:13])=[O:10])[CH2:4]1. Given the reactants [OH:1][CH2:2][CH:3]1[NH:8][CH2:7][CH2:6][N:5]([C:9]([O:11][C:12]([CH3:15])([CH3:14])[CH3:13])=[O:10])[CH2:4]1.[C:16]1([S:22](Cl)(=[O:24])=[O:23])[CH:21]=[CH:20][CH:19]=[CH:18][CH:17]=1, predict the reaction product. (5) Given the reactants [CH3:1][C:2]([C:4]1[CH:5]=[CH:6][CH:7]=[C:8]([OH:10])[CH:9]=1)=[O:3].[CH3:11][O:12][C:13]1[CH:20]=[CH:19][C:16]([CH:17]=O)=[CH:15][CH:14]=1.[OH-].[Na+].[K+].[Br-], predict the reaction product. The product is: [OH:10][C:8]1[CH:9]=[C:4]([CH:5]=[CH:6][CH:7]=1)[C:2](=[O:3])[CH:1]=[CH:17][C:16]1[CH:19]=[CH:20][C:13]([O:12][CH3:11])=[CH:14][CH:15]=1. (6) Given the reactants [CH3:1][N:2]1[C:6](B2OC(C)(C)C(C)(C)O2)=[CH:5][CH:4]=[N:3]1.Br[C:17]1[CH:18]=[C:19]2[C:23](=[CH:24][CH:25]=1)[C:22](=[O:26])[N:21]([C@@H:27]([CH2:40][C:41]1[CH:46]=[C:45]([F:47])[CH:44]=[C:43]([F:48])[CH:42]=1)[CH2:28][N:29]1[C:37](=[O:38])[C:36]3[C:31](=[CH:32][CH:33]=[CH:34][CH:35]=3)[C:30]1=[O:39])[CH2:20]2.C(N(CC)C(C)C)(C)C.O1CCOCC1.O, predict the reaction product. The product is: [CH3:1][N:2]1[C:6]([C:17]2[CH:18]=[C:19]3[C:23](=[CH:24][CH:25]=2)[C:22](=[O:26])[N:21]([C@@H:27]([CH2:40][C:41]2[CH:42]=[C:43]([F:48])[CH:44]=[C:45]([F:47])[CH:46]=2)[CH2:28][N:29]2[C:30](=[O:39])[C:31]4[C:36](=[CH:35][CH:34]=[CH:33][CH:32]=4)[C:37]2=[O:38])[CH2:20]3)=[CH:5][CH:4]=[N:3]1. (7) Given the reactants [C:1]([NH:4][C:5]1[CH:14]=[C:13]([C:15]2[CH:20]=[CH:19][C:18]([N+:21]([O-:23])=[O:22])=[CH:17][CH:16]=2)[C:12]2[C:7](=[CH:8][CH:9]=[C:10]([Cl:24])[CH:11]=2)[N:6]=1)(=O)[CH3:2].C(O)C.Cl, predict the reaction product. The product is: [Cl:24][C:10]1[CH:11]=[C:12]2[C:7](=[CH:8][CH:9]=1)[N:6]=[C:5]([NH:4][CH2:1][CH3:2])[CH:14]=[C:13]2[C:15]1[CH:20]=[CH:19][C:18]([N+:21]([O-:23])=[O:22])=[CH:17][CH:16]=1. (8) Given the reactants [Cl:1][C:2]1[CH:26]=[C:25]([O:27][CH3:28])[C:24]([OH:29])=[CH:23][C:3]=1[C:4]([N:6]([CH:20]([CH3:22])[CH3:21])[C@@H:7]1[CH2:12][CH2:11][CH2:10][N:9]([C:13]([O:15][C:16]([CH3:19])([CH3:18])[CH3:17])=[O:14])[CH2:8]1)=[O:5].[H-].[Na+].[CH3:32][O:33][C:34](=[O:40])[NH:35][CH2:36][CH2:37][CH2:38]Br.[Cl-].[NH4+], predict the reaction product. The product is: [Cl:1][C:2]1[CH:26]=[C:25]([O:27][CH3:28])[C:24]([O:29][CH2:38][CH2:37][CH2:36][NH:35][C:34]([O:33][CH3:32])=[O:40])=[CH:23][C:3]=1[C:4]([N:6]([CH:20]([CH3:22])[CH3:21])[C@@H:7]1[CH2:12][CH2:11][CH2:10][N:9]([C:13]([O:15][C:16]([CH3:18])([CH3:17])[CH3:19])=[O:14])[CH2:8]1)=[O:5]. (9) Given the reactants [CH2:1]([O:8][CH2:9][N:10]1[C:18]2[C:17]([NH2:19])=[N:16][C:15]([CH2:20][CH2:21][CH2:22][CH3:23])=[N:14][C:13]=2[C:12]([C:24]#[C:25][CH2:26][CH2:27][CH2:28][CH2:29][N:30]2[CH2:34]C[CH2:32][CH2:31]2)=[CH:11]1)[C:2]1[CH:7]=[CH:6][CH:5]=[CH:4][CH:3]=1.N[C:36]1C2N(COCC3C=CC=CC=3)C(C)=C(C#CCCCC=O)C=2N=C(CCCC)N=1.N1CCC1, predict the reaction product. The product is: [N:30]1([CH2:29][CH2:28][CH2:27][CH2:26][C:25]#[C:24][C:12]2[C:13]3[N:14]=[C:15]([CH2:20][CH2:21][CH2:22][CH3:23])[N:16]=[C:17]([NH2:19])[C:18]=3[N:10]([CH2:9][O:8][CH2:1][C:2]3[CH:7]=[CH:6][CH:5]=[CH:4][CH:3]=3)[C:11]=2[CH3:36])[CH2:31][CH2:32][CH2:34]1. (10) Given the reactants [C:1]([C:3]1[C:11]2[C:6](=[CH:7][C:8]([OH:12])=[CH:9][CH:10]=2)[N:5]([CH2:13][CH3:14])[C:4]=1[C:15]1[CH:20]=[CH:19][C:18]([NH:21][C:22]([CH:24]2[CH2:26][CH2:25]2)=[O:23])=[CH:17][CH:16]=1)#[N:2].C([O-])([O-])=O.[K+].[K+].Br[CH2:34][CH2:35][Cl:36].O, predict the reaction product. The product is: [Cl:36][CH2:35][CH2:34][O:12][C:8]1[CH:7]=[C:6]2[C:11]([C:3]([C:1]#[N:2])=[C:4]([C:15]3[CH:20]=[CH:19][C:18]([NH:21][C:22]([CH:24]4[CH2:26][CH2:25]4)=[O:23])=[CH:17][CH:16]=3)[N:5]2[CH2:13][CH3:14])=[CH:10][CH:9]=1.